From a dataset of Peptide-MHC class I binding affinity with 185,985 pairs from IEDB/IMGT. Regression. Given a peptide amino acid sequence and an MHC pseudo amino acid sequence, predict their binding affinity value. This is MHC class I binding data. The peptide sequence is STTVKAACWW. The binding affinity (normalized) is 0. The MHC is HLA-B35:01 with pseudo-sequence HLA-B35:01.